From a dataset of Forward reaction prediction with 1.9M reactions from USPTO patents (1976-2016). Predict the product of the given reaction. (1) Given the reactants [Cl:1][C:2]1[CH:7]=[CH:6][C:5]([CH2:8][CH2:9]Br)=[CH:4][CH:3]=1.[NH2:11][CH2:12][CH:13]([OH:15])[CH3:14], predict the reaction product. The product is: [Cl:1][C:2]1[CH:7]=[CH:6][C:5]([CH2:8][CH2:9][NH:11][CH2:12][CH:13]([OH:15])[CH3:14])=[CH:4][CH:3]=1. (2) Given the reactants [NH2:1][C:2]1[N:7]=[C:6]([C:8](=O)[CH3:9])[CH:5]=[C:4]([NH:11][C:12]2[CH:17]=[CH:16][C:15]([O:18][C:19]3[CH:24]=[CH:23][N:22]=[C:21]([C:25]([F:28])([F:27])[F:26])[CH:20]=3)=[CH:14][CH:13]=2)[N:3]=1.[CH2:29]([NH2:32])[CH2:30][CH3:31].[BH3-]C#N.[Na+], predict the reaction product. The product is: [CH2:29]([NH:32][CH:8]([C:6]1[N:7]=[C:2]([NH2:1])[N:3]=[C:4]([NH:11][C:12]2[CH:13]=[CH:14][C:15]([O:18][C:19]3[CH:24]=[CH:23][N:22]=[C:21]([C:25]([F:28])([F:26])[F:27])[CH:20]=3)=[CH:16][CH:17]=2)[CH:5]=1)[CH3:9])[CH2:30][CH3:31]. (3) Given the reactants [F:1][C:2]1[CH:7]=[C:6]([F:8])[CH:5]=[CH:4][C:3]=1[C:9]1[CH:14]=[CH:13][C:12]([OH:15])=[C:11]([C:16]([OH:18])=[O:17])[CH:10]=1.[CH2:19](O)[CH3:20], predict the reaction product. The product is: [F:1][C:2]1[CH:7]=[C:6]([F:8])[CH:5]=[CH:4][C:3]=1[C:9]1[CH:14]=[CH:13][C:12]([OH:15])=[C:11]([C:16]([O:18][CH2:19][CH3:20])=[O:17])[CH:10]=1. (4) The product is: [OH:22][C:10]1[C:11]2[N:15]=[C:14]([CH3:16])[N:13]([CH:17]=[CH:18][CH3:19])[C:12]=2[CH:20]=[CH:21][C:9]=1[C:7]([C@H:5]1[C@H:4]([C:23]2[CH:24]=[CH:25][CH:26]=[CH:27][CH:28]=2)[O:3][C:2]([CH3:1])([CH3:29])[O:6]1)=[O:8].[CH:2]([O:3][CH:4]([CH3:23])[CH3:5])([CH3:29])[CH3:1]. Given the reactants [CH3:1][C:2]1([CH3:29])[O:6][C@@H:5]([C:7]([CH:9]2[CH2:21][CH2:20][C:12]3[N:13]([CH:17]=[CH:18][CH3:19])[C:14]([CH3:16])=[N:15][C:11]=3[C:10]2=[O:22])=[O:8])[C@H:4]([C:23]2[CH:28]=[CH:27][CH:26]=[CH:25][CH:24]=2)[O:3]1, predict the reaction product. (5) Given the reactants [CH:1]1([NH2:7])[CH2:6][CH2:5][CH2:4][CH2:3][CH2:2]1.[N:8]1[C:17]2[C:12](=[CH:13][CH:14]=[CH:15][C:16]=2[S:18]([NH:21][C:22]2[CH:30]=[CH:29][CH:28]=[CH:27][C:23]=2[C:24](Cl)=[O:25])(=[O:20])=[O:19])[CH:11]=[CH:10][CH:9]=1, predict the reaction product. The product is: [CH:1]1([NH:7][C:24](=[O:25])[C:23]2[CH:27]=[CH:28][CH:29]=[CH:30][C:22]=2[NH:21][S:18]([C:16]2[CH:15]=[CH:14][CH:13]=[C:12]3[C:17]=2[N:8]=[CH:9][CH:10]=[CH:11]3)(=[O:20])=[O:19])[CH2:6][CH2:5][CH2:4][CH2:3][CH2:2]1. (6) Given the reactants [H-].[H-].[H-].[H-].[Li+].[Al+3].OC1C=CC([CH2:14][CH2:15][CH2:16][CH2:17][CH2:18][C:19]([CH3:24])([CH3:23])[C:20](O)=[O:21])=CC=1N1CC(=O)NS1(=O)=O.O, predict the reaction product. The product is: [CH3:23][C:19]([CH3:24])([CH2:18][CH2:17][CH2:16][CH:15]=[CH2:14])[CH2:20][OH:21].